This data is from Reaction yield outcomes from USPTO patents with 853,638 reactions. The task is: Predict the reaction yield, written as a fraction of the theoretical maximum amount of product (1.0 means a 100% yield; for example, 0.34 means a 34% yield). (1) The reactants are [CH3:1][O:2][C:3]1[CH:4]=[C:5]([NH:12]C(=O)C)[CH:6]=[CH:7][C:8]=1[N+:9]([O-:11])=[O:10].C(=O)([O-])[O-].[K+].[K+]. The catalyst is Cl. The product is [CH3:1][O:2][C:3]1[CH:4]=[C:5]([NH2:12])[CH:6]=[CH:7][C:8]=1[N+:9]([O-:11])=[O:10]. The yield is 1.00. (2) The reactants are [OH:1][CH2:2][CH2:3][O:4][C:5]1[CH:10]=[CH:9][C:8]([CH2:11][CH2:12][CH2:13][CH2:14][N:15]2C(=O)C3=CC=CC=C3C2=O)=[CH:7][CH:6]=1. The catalyst is CN.CO. The product is [OH:1][CH2:2][CH2:3][O:4][C:5]1[CH:10]=[CH:9][C:8]([CH2:11][CH2:12][CH2:13][CH2:14][NH2:15])=[CH:7][CH:6]=1. The yield is 0.350. (3) The reactants are COC1C=C2C(=CC=1OC)C(N)CCC2.FC1C=C(F)C=CC=1S(C)(=O)=O.C(N(C(C)C)CC)(C)C.F[C:38]1[CH:39]=[CH:40][C:41]([S:59]([CH3:62])(=[O:61])=[O:60])=[C:42]([NH:44][CH:45]2[C:54]3[C:49](=[CH:50][C:51]([O:57][CH3:58])=[C:52]([O:55][CH3:56])[CH:53]=3)[CH2:48][CH2:47][CH2:46]2)[CH:43]=1.[NH:63]1[CH2:68][CH2:67][NH:66][CH2:65][CH2:64]1. The catalyst is CN(C)C=O.C(#N)C.O. The product is [CH3:58][O:57][C:51]1[CH:50]=[C:49]2[C:54](=[CH:53][C:52]=1[O:55][CH3:56])[CH:45]([NH:44][C:42]1[CH:43]=[C:38]([N:63]3[CH2:68][CH2:67][NH:66][CH2:65][CH2:64]3)[CH:39]=[CH:40][C:41]=1[S:59]([CH3:62])(=[O:61])=[O:60])[CH2:46][CH2:47][CH2:48]2. The yield is 0.170. (4) The reactants are [CH2:1]([O:3][C:4](=[O:27])[CH2:5][N:6]([S:15]([N:18]1[C:26]2[C:21](=[CH:22][CH:23]=[CH:24][CH:25]=2)[CH2:20][CH2:19]1)(=[O:17])=[O:16])[CH2:7][C:8]1[CH:13]=[CH:12][C:11]([OH:14])=[CH:10][CH:9]=1)[CH3:2].[CH3:28][C:29]1[O:33][C:32]([C:34]2[CH:39]=[CH:38][C:37]([CH3:40])=[CH:36][CH:35]=2)=[N:31][C:30]=1[CH2:41][CH2:42]O.C1(P(C2C=CC=CC=2)C2C=CC=CC=2)C=CC=CC=1.N(C(OC(C)C)=O)=NC(OC(C)C)=O. No catalyst specified. The product is [CH2:1]([O:3][C:4](=[O:27])[CH2:5][N:6]([S:15]([N:18]1[C:26]2[C:21](=[CH:22][CH:23]=[CH:24][CH:25]=2)[CH2:20][CH2:19]1)(=[O:17])=[O:16])[CH2:7][C:8]1[CH:9]=[CH:10][C:11]([O:14][CH2:42][CH2:41][C:30]2[N:31]=[C:32]([C:34]3[CH:35]=[CH:36][C:37]([CH3:40])=[CH:38][CH:39]=3)[O:33][C:29]=2[CH3:28])=[CH:12][CH:13]=1)[CH3:2]. The yield is 0.940. (5) The reactants are [CH2:1]([O:8][C:9]1[CH:10]=[C:11]2[C:16](=[CH:17][CH:18]=1)[CH2:15][CH:14]([CH:19]([O:25][Si:26]([C:29]([CH3:32])([CH3:31])[CH3:30])([CH3:28])[CH3:27])[C:20]1[O:21][CH:22]=[CH:23][N:24]=1)[CH2:13][CH2:12]2)[C:2]1[CH:7]=[CH:6][CH:5]=[CH:4][CH:3]=1.[Li]CCCC.[I:38]I. The catalyst is C1COCC1.CCOC(C)=O. The product is [CH2:1]([O:8][C:9]1[CH:10]=[C:11]2[C:16](=[CH:17][CH:18]=1)[CH2:15][CH:14]([CH:19]([O:25][Si:26]([C:29]([CH3:32])([CH3:31])[CH3:30])([CH3:27])[CH3:28])[C:20]1[O:21][C:22]([I:38])=[CH:23][N:24]=1)[CH2:13][CH2:12]2)[C:2]1[CH:7]=[CH:6][CH:5]=[CH:4][CH:3]=1. The yield is 0.830. (6) The reactants are C(Cl)Cl.[Cl:4][C:5]1[C:6]([CH:12]([S:21]([C:24]2[CH:29]=[CH:28][C:27]([Cl:30])=[CH:26][CH:25]=2)(=[O:23])=[O:22])[C:13]2[CH:18]=[C:17]([F:19])[CH:16]=[CH:15][C:14]=2[F:20])=[CH:7][C:8]([NH2:11])=[N:9][CH:10]=1.N1C=CC=CC=1.[F:37][C:38]([F:51])([F:50])[S:39](O[S:39]([C:38]([F:51])([F:50])[F:37])(=[O:41])=[O:40])(=[O:41])=[O:40]. The catalyst is CCCCCC. The product is [Cl:4][C:5]1[C:6]([CH:12]([S:21]([C:24]2[CH:29]=[CH:28][C:27]([Cl:30])=[CH:26][CH:25]=2)(=[O:23])=[O:22])[C:13]2[CH:18]=[C:17]([F:19])[CH:16]=[CH:15][C:14]=2[F:20])=[CH:7][C:8]([N:11]([S:39]([C:38]([F:51])([F:50])[F:37])(=[O:41])=[O:40])[S:39]([C:38]([F:51])([F:50])[F:37])(=[O:41])=[O:40])=[N:9][CH:10]=1. The yield is 0.500. (7) The reactants are [CH:1]([C:4]1[CH:5]=[C:6]([CH:10]=[CH:11][CH:12]=1)[C:7](O)=[O:8])([CH3:3])[CH3:2].O=S(Cl)[Cl:15]. No catalyst specified. The product is [CH:1]([C:4]1[CH:5]=[C:6]([CH:10]=[CH:11][CH:12]=1)[C:7]([Cl:15])=[O:8])([CH3:3])[CH3:2]. The yield is 0.910. (8) The reactants are [C:1]([C:3]1[CH:8]=[CH:7][C:6](B(O)O)=[CH:5][CH:4]=1)#[N:2].[C:12]1([C:31]2[CH:36]=[CH:35][CH:34]=[CH:33][CH:32]=2)C=CC=[CH:14][C:13]=1P(C1CCCCC1)C1CCCCC1.[C:37]([O-:40])([O-])=O.[Na+].[Na+].C1C=CC=CC=1.C([OH:51])C. The catalyst is C(Cl)Cl.C([O-])(=O)C.C([O-])(=O)C.[Pd+2]. The product is [OH:51][CH2:14][CH2:13][C:12]1[O:40][C:37]2[CH:36]=[CH:35][CH:34]=[C:33]([C:6]3[CH:7]=[CH:8][C:3]([C:1]#[N:2])=[CH:4][CH:5]=3)[C:32]=2[CH:31]=1. The yield is 0.550. (9) The reactants are [NH2:1][C:2]1[CH:7]=[CH:6][C:5]([N:8]2[CH2:13][CH2:12][CH:11]([C:14]3[O:18][C:17](=[O:19])[N:16]([CH2:20][CH3:21])[N:15]=3)[CH2:10][CH2:9]2)=[C:4]([F:22])[CH:3]=1.[N+:23]([C:26]1[O:30][C:29]([CH:31]=O)=[CH:28][CH:27]=1)([O-:25])=[O:24]. The catalyst is CC(O)=O.CO. The product is [CH2:20]([N:16]1[N:15]=[C:14]([CH:11]2[CH2:12][CH2:13][N:8]([C:5]3[CH:6]=[CH:7][C:2](/[N:1]=[CH:31]/[C:29]4[O:30][C:26]([N+:23]([O-:25])=[O:24])=[CH:27][CH:28]=4)=[CH:3][C:4]=3[F:22])[CH2:9][CH2:10]2)[O:18][C:17]1=[O:19])[CH3:21]. The yield is 0.870. (10) The reactants are [Cl:1][C:2]1[CH:11]=[CH:10][C:9]2[CH2:8][CH2:7][CH2:6][CH:5]([OH:12])[C:4]=2[N:3]=1.ClC1C=CC=C(C(OO)=[O:21])C=1. The catalyst is ClCCl. The product is [Cl:1][C:2]1[CH:11]=[CH:10][C:9]2[CH2:8][CH2:7][CH2:6][CH:5]([OH:12])[C:4]=2[N+:3]=1[O-:21]. The yield is 0.980.